From a dataset of Peptide-MHC class I binding affinity with 185,985 pairs from IEDB/IMGT. Regression. Given a peptide amino acid sequence and an MHC pseudo amino acid sequence, predict their binding affinity value. This is MHC class I binding data. The peptide sequence is NFWLNTLLF. The MHC is HLA-A30:01 with pseudo-sequence HLA-A30:01. The binding affinity (normalized) is 0.0847.